Predict the product of the given reaction. From a dataset of Forward reaction prediction with 1.9M reactions from USPTO patents (1976-2016). (1) Given the reactants [OH:1][CH2:2][C@H:3]1[CH2:7][CH2:6][C:5](=[O:8])[N:4]1[CH2:9]/[CH:10]=[CH:11]\[C:12]1[S:16][C:15]([C:17]([O:19][CH3:20])=[O:18])=[CH:14][CH:13]=1, predict the reaction product. The product is: [OH:1][CH2:2][C@H:3]1[CH2:7][CH2:6][C:5](=[O:8])[N:4]1[CH2:9][CH2:10][CH2:11][C:12]1[S:16][C:15]([C:17]([O:19][CH3:20])=[O:18])=[CH:14][CH:13]=1. (2) Given the reactants NC1N(C(OC(C)(C)C)=O)N=C(C2C=CC(O)=CC=2)C=1C#N.C([O:30][C:31]1[CH:42]=[CH:41][C:34]([O:35][CH2:36][CH2:37][N:38]([CH3:40])[CH3:39])=[CH:33][CH:32]=1)C1C=CC=CC=1, predict the reaction product. The product is: [CH3:39][N:38]([CH3:40])[CH2:37][CH2:36][O:35][C:34]1[CH:41]=[CH:42][C:31]([OH:30])=[CH:32][CH:33]=1. (3) Given the reactants [CH3:1][NH:2][CH:3]1[CH2:8][CH2:7][CH2:6][NH:5][CH2:4]1.[CH3:9][S:10](Cl)(=[O:12])=[O:11].CCN(C(C)C)C(C)C.C(Cl)Cl, predict the reaction product. The product is: [CH3:9][S:10]([N:5]1[CH2:6][CH2:7][CH2:8][CH:3]([NH:2][CH3:1])[CH2:4]1)(=[O:12])=[O:11]. (4) Given the reactants Br[C:2]1[C:3]2[C:4]([S:19][C:20]3[CH:25]=[CH:24][C:23]([Cl:26])=[CH:22][CH:21]=3)=[C:5]3[CH:14]([CH2:15][C:16]([OH:18])=[O:17])[CH2:13][CH2:12][N:6]3[C:7]=2[CH:8]=[C:9]([F:11])[CH:10]=1.C[Mg+].[Br-].[Li]C(CC)C.[CH:35](=[O:37])[CH3:36], predict the reaction product. The product is: [Cl:26][C:23]1[CH:24]=[CH:25][C:20]([S:19][C:4]2[C:3]3[C:2]([CH:35]([OH:37])[CH3:36])=[CH:10][C:9]([F:11])=[CH:8][C:7]=3[N:6]3[CH2:12][CH2:13][CH:14]([CH2:15][C:16]([OH:18])=[O:17])[C:5]=23)=[CH:21][CH:22]=1. (5) Given the reactants CN(C)C=O.[CH3:6][O:7][C:8]1[CH:17]=[C:16]2[C:11]([CH:12]=[CH:13][C:14](=[O:32])[N:15]2[CH2:18][CH2:19][CH2:20][C:21]2([C:27]([O:29][CH2:30][CH3:31])=[O:28])[CH2:26][CH2:25][NH:24][CH2:23][CH2:22]2)=[CH:10][CH:9]=1.C(=O)([O-])[O-].[K+].[K+].[F:39][C:40]1[CH:41]=[C:42]([S:46][CH2:47][CH2:48]Br)[CH:43]=[CH:44][CH:45]=1, predict the reaction product. The product is: [F:39][C:40]1[CH:41]=[C:42]([S:46][CH2:47][CH2:48][N:24]2[CH2:25][CH2:26][C:21]([CH2:20][CH2:19][CH2:18][N:15]3[C:16]4[C:11](=[CH:10][CH:9]=[C:8]([O:7][CH3:6])[CH:17]=4)[CH:12]=[CH:13][C:14]3=[O:32])([C:27]([O:29][CH2:30][CH3:31])=[O:28])[CH2:22][CH2:23]2)[CH:43]=[CH:44][CH:45]=1. (6) Given the reactants C([O:3][C:4](=[O:27])[CH2:5][CH2:6][CH2:7][C:8]1[CH:13]=[CH:12][C:11]([N:14]2[CH2:22][C:21]3[C:16](=[CH:17][CH:18]=[C:19]([N:23]([CH3:25])[CH3:24])[CH:20]=3)[C:15]2=[O:26])=[CH:10][CH:9]=1)C.[OH-].[Na+].Cl, predict the reaction product. The product is: [CH3:25][N:23]([CH3:24])[C:19]1[CH:20]=[C:21]2[C:16](=[CH:17][CH:18]=1)[C:15](=[O:26])[N:14]([C:11]1[CH:12]=[CH:13][C:8]([CH2:7][CH2:6][CH2:5][C:4]([OH:27])=[O:3])=[CH:9][CH:10]=1)[CH2:22]2. (7) Given the reactants ClC1N=NC([N:8]2[C:16]3[CH2:15][CH2:14][N:13]([CH2:17][C:18]([N:20]4[CH2:25][CH2:24][N:23]([CH:26]5[CH2:29][CH2:28][CH2:27]5)[CH2:22][CH2:21]4)=[O:19])[CH2:12][C:11]=3[CH:10]=N2)=CC=1.[BH3-][C:31]#[N:32].[Na+].[OH-].[Na+].C(Cl)Cl, predict the reaction product. The product is: [CH:26]1([N:23]2[CH2:22][CH2:21][N:20]([C:18](=[O:19])[CH2:17][N:13]3[CH2:14][CH2:15][C:16]4=[N:8][N:32]([CH:31]5[CH2:15][CH2:16][CH2:11][CH2:10]5)[CH:10]=[C:11]4[CH2:12]3)[CH2:25][CH2:24]2)[CH2:29][CH2:28][CH2:27]1. (8) Given the reactants [CH2:1]([N:8]1[CH2:13][CH2:12][CH:11]([C:14]([O:16]CC)=O)[C:10](=O)[CH2:9]1)[C:2]1[CH:7]=[CH:6][CH:5]=[CH:4][CH:3]=1.C(O)(=O)C.[CH:24]([NH2:26])=[NH:25].CCO.CC[O-].[Na+], predict the reaction product. The product is: [CH2:1]([N:8]1[CH2:13][CH2:12][C:11]2[C:14](=[O:16])[NH:26][CH:24]=[N:25][C:10]=2[CH2:9]1)[C:2]1[CH:7]=[CH:6][CH:5]=[CH:4][CH:3]=1. (9) Given the reactants Cl[C:2]1[N:7]=[C:6]([C:8]2[N:12]3[CH:13]=[CH:14][C:15]([F:17])=[CH:16][C:11]3=[N:10][C:9]=2[C:18]2[CH:19]=[C:20]([CH:32]=[CH:33][CH:34]=2)[C:21]([NH:23][C:24]2[C:29]([F:30])=[CH:28][CH:27]=[CH:26][C:25]=2[F:31])=[O:22])[CH:5]=[CH:4][N:3]=1.[F:35][CH2:36][CH2:37][N:38]1[CH2:43][CH2:42][N:41]([CH:44]2[CH2:49][CH2:48][N:47]([C:50]3[CH:56]=[CH:55][C:53]([NH2:54])=[C:52]([O:57][CH3:58])[CH:51]=3)[CH2:46][CH2:45]2)[CH2:40][CH2:39]1.O.C1(C)C=CC(S(O)(=O)=O)=CC=1.C[O-].[Na+], predict the reaction product. The product is: [F:31][C:25]1[CH:26]=[CH:27][CH:28]=[C:29]([F:30])[C:24]=1[NH:23][C:21](=[O:22])[C:20]1[CH:32]=[CH:33][CH:34]=[C:18]([C:9]2[N:10]=[C:11]3[CH:16]=[C:15]([F:17])[CH:14]=[CH:13][N:12]3[C:8]=2[C:6]2[CH:5]=[CH:4][N:3]=[C:2]([NH:54][C:53]3[CH:55]=[CH:56][C:50]([N:47]4[CH2:46][CH2:45][CH:44]([N:41]5[CH2:40][CH2:39][N:38]([CH2:37][CH2:36][F:35])[CH2:43][CH2:42]5)[CH2:49][CH2:48]4)=[CH:51][C:52]=3[O:57][CH3:58])[N:7]=2)[CH:19]=1.